Dataset: Catalyst prediction with 721,799 reactions and 888 catalyst types from USPTO. Task: Predict which catalyst facilitates the given reaction. Reactant: [C:1]([C:5]1[CH:10]=[C:9]([C:11]2[S:15][C:14]([NH2:16])=[N:13][C:12]=2[CH3:17])[CH:8]=[CH:7][N:6]=1)([CH3:4])([CH3:3])[CH3:2].[C:18](N1C=CN=C1)([N:20]1[CH:24]=[CH:23][N:22]=[CH:21]1)=[O:19]. Product: [C:1]([C:5]1[CH:10]=[C:9]([C:11]2[S:15][C:14]([NH:16][C:18]([N:20]3[CH:24]=[CH:23][N:22]=[CH:21]3)=[O:19])=[N:13][C:12]=2[CH3:17])[CH:8]=[CH:7][N:6]=1)([CH3:4])([CH3:3])[CH3:2]. The catalyst class is: 2.